This data is from Full USPTO retrosynthesis dataset with 1.9M reactions from patents (1976-2016). The task is: Predict the reactants needed to synthesize the given product. (1) Given the product [Cl:12][C:10]1[CH:9]=[CH:8][C:7](/[CH:13]=[CH:14]/[C:15]([N:17]2[CH:18]3[CH2:25][CH2:24][CH2:23][CH:22]2[CH2:21][N:20]([CH2:26][C:27]2[CH:28]=[CH:29][C:30]([F:33])=[CH:31][CH:32]=2)[CH2:19]3)=[O:16])=[C:6]([NH:5][C:3](=[O:4])[CH2:2][N:35]([CH3:36])[CH3:34])[CH:11]=1, predict the reactants needed to synthesize it. The reactants are: Cl[CH2:2][C:3]([NH:5][C:6]1[CH:11]=[C:10]([Cl:12])[CH:9]=[CH:8][C:7]=1/[CH:13]=[CH:14]/[C:15]([N:17]1[CH:22]2[CH2:23][CH2:24][CH2:25][CH:18]1[CH2:19][N:20]([CH2:26][C:27]1[CH:32]=[CH:31][C:30]([F:33])=[CH:29][CH:28]=1)[CH2:21]2)=[O:16])=[O:4].[CH3:34][NH:35][CH3:36]. (2) Given the product [Cl:11][CH2:10][C:9]([N:8]([CH2:1][CH:2]1[CH2:7][CH2:6][CH2:5][CH2:4][CH2:3]1)[CH3:13])=[O:12], predict the reactants needed to synthesize it. The reactants are: [CH2:1]([N:8]([CH3:13])[C:9](=[O:12])[CH2:10][Cl:11])[C:2]1[CH:7]=[CH:6][CH:5]=[CH:4][CH:3]=1.ClCC(Cl)=O.C1(CNC)CCCCC1.C(Cl)Cl.CO.